From a dataset of Full USPTO retrosynthesis dataset with 1.9M reactions from patents (1976-2016). Predict the reactants needed to synthesize the given product. (1) Given the product [F:1][C:2]([F:12])([F:11])[C:3]([C:5]1[CH:10]=[CH:9][CH:8]=[CH:7][CH:6]=1)=[CH:14][C:13]([OH:16])=[O:15], predict the reactants needed to synthesize it. The reactants are: [F:1][C:2]([F:12])([F:11])[C:3]([C:5]1[CH:10]=[CH:9][CH:8]=[CH:7][CH:6]=1)=O.[C:13]([O:16]C(=O)C)(=[O:15])[CH3:14].C([O-])(=O)C.[Na+]. (2) Given the product [CH3:1][N:2]([CH3:10])[NH:3][C:4](=[O:9])[CH:5]([CH3:7])[CH3:6], predict the reactants needed to synthesize it. The reactants are: [CH3:1][N:2]([CH3:10])[NH:3][C:4](=[O:9])[C:5](C)([CH3:7])[CH3:6].CN(C)N.C(N(CC)CC)C.C(Cl)(=O)C(C)C.